From a dataset of Catalyst prediction with 721,799 reactions and 888 catalyst types from USPTO. Predict which catalyst facilitates the given reaction. (1) Reactant: [CH2:1]([O:8][P:9]([O:19][C:20]1[CH:25]=[CH:24][C:23]([CH2:26][C:27]([OH:29])=[O:28])=[CH:22][CH:21]=1)([O:11][CH2:12][C:13]1[CH:18]=[CH:17][CH:16]=[CH:15][CH:14]=1)=[O:10])[C:2]1[CH:7]=[CH:6][CH:5]=[CH:4][CH:3]=1.[Cl:30][C:31]1[CH:36]=[CH:35][CH:34]=[C:33]([Cl:37])[C:32]=1[C:38]([C:41]1[N:42]([C:50]2[CH:55]=[CH:54][C:53]([C:56]3[CH:61]=[C:60]([S:62]([CH3:65])(=[O:64])=[O:63])[C:59]([CH2:66]O)=[C:58]([F:68])[CH:57]=3)=[CH:52][C:51]=2[F:69])[CH:43]=[C:44]([C:46]([OH:49])([CH3:48])[CH3:47])[N:45]=1)([CH3:40])[CH3:39].C1(N=C=NC2CCCCC2)CCCCC1. Product: [CH2:12]([O:11][P:9]([O:19][C:20]1[CH:21]=[CH:22][C:23]([CH2:26][C:27]([O:29][CH2:66][C:59]2[C:60]([S:62]([CH3:65])(=[O:63])=[O:64])=[CH:61][C:56]([C:53]3[CH:54]=[CH:55][C:50]([N:42]4[CH:43]=[C:44]([C:46]([OH:49])([CH3:47])[CH3:48])[N:45]=[C:41]4[C:38]([C:32]4[C:33]([Cl:37])=[CH:34][CH:35]=[CH:36][C:31]=4[Cl:30])([CH3:40])[CH3:39])=[C:51]([F:69])[CH:52]=3)=[CH:57][C:58]=2[F:68])=[O:28])=[CH:24][CH:25]=1)([O:8][CH2:1][C:2]1[CH:7]=[CH:6][CH:5]=[CH:4][CH:3]=1)=[O:10])[C:13]1[CH:18]=[CH:17][CH:16]=[CH:15][CH:14]=1. The catalyst class is: 143. (2) Reactant: [C:1]([O:4][C:5]1[CH:10]=[CH:9][C:8]([OH:11])=[CH:7][CH:6]=1)(=[O:3])[CH3:2].O[CH2:13][C@@H:14]([NH:16][C:17](=[O:23])[O:18][C:19]([CH3:22])([CH3:21])[CH3:20])[CH3:15].C1(P(C2C=CC=CC=2)C2C=CC=CC=2)C=CC=CC=1.N(C(OC(C)C)=O)=NC(OC(C)C)=O. Product: [C:1]([O:4][C:5]1[CH:10]=[CH:9][C:8]([O:11][CH2:15][C@@H:14]([NH:16][C:17]([O:18][C:19]([CH3:21])([CH3:20])[CH3:22])=[O:23])[CH3:13])=[CH:7][CH:6]=1)(=[O:3])[CH3:2]. The catalyst class is: 182. (3) Reactant: C(OC([N:8]1[CH2:13][CH2:12][N:11]([C:14]([C:16]2[NH:17][C:18]3[CH:24]=[CH:23][CH:22]=[CH:21][C:19]=3[N:20]=2)=[O:15])[CH2:10][CH2:9]1)=O)(C)(C)C.CCOC(C)=O.[ClH:31].CCOC(C)=O. Product: [ClH:31].[N:11]1([C:14]([C:16]2[NH:20][C:19]3[CH:21]=[CH:22][CH:23]=[CH:24][C:18]=3[N:17]=2)=[O:15])[CH2:10][CH2:9][NH:8][CH2:13][CH2:12]1. The catalyst class is: 5. (4) Reactant: [NH2:1][CH2:2][C:3]1[CH:32]=[CH:31][C:30]([Cl:33])=[CH:29][C:4]=1[CH2:5][NH:6][C:7]([C@@H:9]1[CH2:13][CH2:12][CH2:11][N:10]1[C:14]([C:16]1[N:17](CO)[CH:18]=[C:19]([C:21]2[CH:26]=[CH:25][N:24]=[CH:23][CH:22]=2)[CH:20]=1)=[O:15])=[O:8].N. Product: [NH2:1][CH2:2][C:3]1[CH:32]=[CH:31][C:30]([Cl:33])=[CH:29][C:4]=1[CH2:5][NH:6][C:7]([C@@H:9]1[CH2:13][CH2:12][CH2:11][N:10]1[C:14]([C:16]1[NH:17][CH:18]=[C:19]([C:21]2[CH:26]=[CH:25][N:24]=[CH:23][CH:22]=2)[CH:20]=1)=[O:15])=[O:8]. The catalyst class is: 5.